From a dataset of Forward reaction prediction with 1.9M reactions from USPTO patents (1976-2016). Predict the product of the given reaction. (1) Given the reactants [NH2:1][C:2]1[CH:28]=[CH:27][C:5]([O:6][C:7]2[N:12]=[CH:11][N:10]=[C:9]([NH:13][C:14]([N:16]3[CH2:21][CH2:20][CH:19]([CH2:22][N:23]4[CH2:26][CH2:25][CH2:24]4)[CH2:18][CH2:17]3)=[O:15])[CH:8]=2)=[C:4]([F:29])[CH:3]=1.[C@]12(CS(O)(=O)=O)C(C)(C)C(CC1)CC2=O.[C:45]1([CH2:51][C:52]([N:54]=[C:55]=[S:56])=[O:53])[CH:50]=[CH:49][CH:48]=[CH:47][CH:46]=1.C(OCC)C, predict the reaction product. The product is: [F:29][C:4]1[CH:3]=[C:2]([NH:1][C:55]([NH:54][C:52](=[O:53])[CH2:51][C:45]2[CH:46]=[CH:47][CH:48]=[CH:49][CH:50]=2)=[S:56])[CH:28]=[CH:27][C:5]=1[O:6][C:7]1[N:12]=[CH:11][N:10]=[C:9]([NH:13][C:14]([N:16]2[CH2:21][CH2:20][CH:19]([CH2:22][N:23]3[CH2:26][CH2:25][CH2:24]3)[CH2:18][CH2:17]2)=[O:15])[CH:8]=1. (2) Given the reactants [OH:1][N:2]=[C:3](Cl)[C:4]1[CH:9]=[CH:8][CH:7]=[N:6][CH:5]=1.[C:11]([C:13]1[CH:18]=[CH:17][CH:16]=[C:15]([CH3:19])[CH:14]=1)#[CH:12].N, predict the reaction product. The product is: [N:6]1[CH:7]=[CH:8][CH:9]=[C:4]([C:3]2[CH:12]=[C:11]([C:13]3[CH:14]=[C:15]([CH3:19])[CH:16]=[CH:17][CH:18]=3)[O:1][N:2]=2)[CH:5]=1.